This data is from Reaction yield outcomes from USPTO patents with 853,638 reactions. The task is: Predict the reaction yield, written as a fraction of the theoretical maximum amount of product (1.0 means a 100% yield; for example, 0.34 means a 34% yield). (1) The reactants are [CH2:1]([O:3][C:4]1[CH:13]=[CH:12][C:7]([C:8]([O:10][CH3:11])=[O:9])=[CH:6][C:5]=1[CH:14]=[O:15])[CH3:2].[Li+].[BH4-]. The catalyst is C1COCC1. The product is [CH2:1]([O:3][C:4]1[CH:13]=[CH:12][C:7]([C:8]([O:10][CH3:11])=[O:9])=[CH:6][C:5]=1[CH2:14][OH:15])[CH3:2]. The yield is 0.460. (2) The reactants are [C:1]([C:3]([CH3:34])([CH3:33])[C:4]1[CH:9]=[CH:8][C:7]([N:10]2[CH2:15][CH2:14][C:13]3[C:16]([C:27]([O:29]CC)=O)=[N:17][N:18]([C:19]4[CH:24]=[CH:23][C:22]([O:25][CH3:26])=[CH:21][CH:20]=4)[C:12]=3[C:11]2=[O:32])=[CH:6][CH:5]=1)#[N:2].[NH3:35]. The catalyst is C(O)CO. The product is [C:1]([C:3]([C:4]1[CH:9]=[CH:8][C:7]([N:10]2[CH2:15][CH2:14][C:13]3[C:16]([C:27]([NH2:35])=[O:29])=[N:17][N:18]([C:19]4[CH:20]=[CH:21][C:22]([O:25][CH3:26])=[CH:23][CH:24]=4)[C:12]=3[C:11]2=[O:32])=[CH:6][CH:5]=1)([CH3:33])[CH3:34])#[N:2]. The yield is 0.880. (3) The reactants are [OH-].[Li+].CO[C:5](=[O:14])[C:6]1[CH:11]=[CH:10][C:9]([Br:12])=[CH:8][C:7]=1F.[C:15]([O:19][CH3:20])(=[O:18])[CH2:16][SH:17].Cl. The catalyst is CN(C=O)C.O. The product is [CH3:20][O:19][C:15]([C:16]1[S:17][C:7]2[CH:8]=[C:9]([Br:12])[CH:10]=[CH:11][C:6]=2[C:5]=1[OH:14])=[O:18]. The yield is 0.720. (4) The reactants are Br[C:2]1[N:6]([CH3:7])[N:5]=[C:4]([C:8]2[CH:13]=[CH:12][C:11]([F:14])=[CH:10][CH:9]=2)[CH:3]=1.[O:15]1[CH2:20][CH:19]=[C:18](B2OC(C)(C)C(C)(C)O2)[CH2:17][CH2:16]1.[O-]P([O-])([O-])=O.[K+].[K+].[K+]. The catalyst is O1CCOCC1.C(OCC)(=O)C.C1C=CC(P(C2C=CC=CC=2)[C-]2C=CC=C2)=CC=1.C1C=CC(P(C2C=CC=CC=2)[C-]2C=CC=C2)=CC=1.Cl[Pd]Cl.[Fe+2]. The product is [O:15]1[CH2:16][CH:17]=[C:18]([C:2]2[N:6]([CH3:7])[N:5]=[C:4]([C:8]3[CH:13]=[CH:12][C:11]([F:14])=[CH:10][CH:9]=3)[CH:3]=2)[CH2:19][CH2:20]1. The yield is 0.890. (5) The reactants are C([Li])CCC.[CH2:6]([N:13]1[CH:18]2[CH:19](S(C3C=CC=CC=3)(=O)=O)[CH2:20][C:14]1([C:46]1[CH:51]=[CH:50][CH:49]=[CH:48][CH:47]=1)[CH:15]([O:30][CH2:31][C:32]1[CH:37]=[C:36]([C:38]([F:41])([F:40])[F:39])[CH:35]=[C:34]([C:42]([F:45])([F:44])[F:43])[CH:33]=1)[CH2:16][CH2:17]2)[C:7]1[CH:12]=[CH:11][CH:10]=[CH:9][CH:8]=1.[O:52]=O. The catalyst is C1COCC1. The product is [CH2:6]([N:13]1[C@H:18]2[C:19](=[O:52])[CH2:20][C@@:14]1([C:46]1[CH:47]=[CH:48][CH:49]=[CH:50][CH:51]=1)[C@H:15]([O:30][CH2:31][C:32]1[CH:33]=[C:34]([C:42]([F:45])([F:43])[F:44])[CH:35]=[C:36]([C:38]([F:39])([F:41])[F:40])[CH:37]=1)[CH2:16][CH2:17]2)[C:7]1[CH:8]=[CH:9][CH:10]=[CH:11][CH:12]=1. The yield is 0.200.